This data is from Reaction yield outcomes from USPTO patents with 853,638 reactions. The task is: Predict the reaction yield, written as a fraction of the theoretical maximum amount of product (1.0 means a 100% yield; for example, 0.34 means a 34% yield). (1) The reactants are [Cl:1][C:2]1[CH:7]=[CH:6][C:5]([N:8]2[C:12](=[O:13])[C:11]([CH2:15][OH:16])([CH3:14])[NH:10][C:9]2=[O:17])=[CH:4][C:3]=1[C:18]([F:21])([F:20])[F:19].[CH3:22][S:23](Cl)(=[O:25])=[O:24]. The catalyst is C(Cl)Cl. The product is [Cl:1][C:2]1[CH:7]=[CH:6][C:5]([N:8]2[C:12](=[O:13])[C:11]([CH2:15][O:16][S:23]([CH3:22])(=[O:25])=[O:24])([CH3:14])[NH:10][C:9]2=[O:17])=[CH:4][C:3]=1[C:18]([F:19])([F:21])[F:20]. The yield is 0.850. (2) The catalyst is CN(C=O)C. The yield is 0.240. The reactants are [Cl:1][C:2]1[N:7]=[C:6]([NH:8][CH2:9][C:10]([CH3:13])([CH3:12])[CH3:11])[CH:5]=[CH:4][N:3]=1.[Br:14][CH2:15][C:16]1[CH:21]=[CH:20][C:19]([CH2:22]Br)=[CH:18][CH:17]=1.[H-].[Na+].O. The product is [Br:14][CH2:15][C:16]1[CH:21]=[CH:20][C:19]([CH2:22][N:8]([C:6]2[CH:5]=[CH:4][N:3]=[C:2]([Cl:1])[N:7]=2)[CH2:9][C:10]([CH3:13])([CH3:12])[CH3:11])=[CH:18][CH:17]=1. (3) The reactants are Br[CH2:2][CH2:3][N:4]1[CH:8]=[C:7]([NH:9][C:10]([C:12]2[CH:13]=[N:14][N:15]3[CH:20]=[CH:19][CH:18]=[N:17][C:16]=23)=[O:11])[C:6]([C:21]2[CH:26]=[C:25]([Cl:27])[CH:24]=[CH:23][C:22]=2[O:28][CH:29]([F:31])[F:30])=[N:5]1.C(N(CC)CC)C.Cl.[NH2:40][CH2:41][C:42]([O:44][CH2:45][CH3:46])=[O:43]. The catalyst is C(O)C. The product is [Cl:27][C:25]1[CH:24]=[CH:23][C:22]([O:28][CH:29]([F:31])[F:30])=[C:21]([C:6]2[C:7]([NH:9][C:10]([C:12]3[CH:13]=[N:14][N:15]4[CH:20]=[CH:19][CH:18]=[N:17][C:16]=34)=[O:11])=[CH:8][N:4]([CH2:3][CH2:2][NH:40][CH2:41][C:42]([O:44][CH2:45][CH3:46])=[O:43])[N:5]=2)[CH:26]=1. The yield is 0.150. (4) The reactants are [OH:1][C:2]1[CH:7]=[CH:6][C:5]([C:8]([CH3:14])([CH3:13])[CH2:9][C:10]([OH:12])=[O:11])=[CH:4][CH:3]=1.S(=O)(=O)(O)O.[CH3:20]O. No catalyst specified. The product is [CH3:20][O:11][C:10](=[O:12])[CH2:9][C:8]([C:5]1[CH:4]=[CH:3][C:2]([OH:1])=[CH:7][CH:6]=1)([CH3:14])[CH3:13]. The yield is 0.730. (5) The reactants are [OH:1]CC1C=C(O)C=CC=1.C(N(CC)CC)C.[C:17]([O:20][C:21]1[C:22](=[CH:26][CH:27]=[CH:28][CH:29]=1)[C:23](Cl)=[O:24])(=[O:19])[CH3:18]. The catalyst is C1(C)C=CC=CC=1.O. The product is [C:17]([O:20][C:21]1[CH:29]=[CH:28][CH:27]=[CH:26][C:22]=1[C:23]([OH:1])=[O:24])(=[O:19])[CH3:18]. The yield is 0.800.